Dataset: NCI-60 drug combinations with 297,098 pairs across 59 cell lines. Task: Regression. Given two drug SMILES strings and cell line genomic features, predict the synergy score measuring deviation from expected non-interaction effect. Drug 1: CC1C(C(CC(O1)OC2CC(CC3=C2C(=C4C(=C3O)C(=O)C5=C(C4=O)C(=CC=C5)OC)O)(C(=O)C)O)N)O.Cl. Synergy scores: CSS=12.1, Synergy_ZIP=-5.54, Synergy_Bliss=-0.731, Synergy_Loewe=-20.4, Synergy_HSA=-3.05. Drug 2: N.N.Cl[Pt+2]Cl. Cell line: OVCAR3.